From a dataset of Retrosynthesis with 50K atom-mapped reactions and 10 reaction types from USPTO. Predict the reactants needed to synthesize the given product. Given the product CCCCC(=O)N1CCN(c2cc3c(cc2F)nc(COc2ccccc2)n3Cc2ccc(OC(F)(F)F)cc2)CC1, predict the reactants needed to synthesize it. The reactants are: CCCCC(=O)Cl.Fc1cc2nc(COc3ccccc3)n(Cc3ccc(OC(F)(F)F)cc3)c2cc1N1CCNCC1.